This data is from Forward reaction prediction with 1.9M reactions from USPTO patents (1976-2016). The task is: Predict the product of the given reaction. (1) Given the reactants [CH2:1]([O:7][C:8]1[CH:13]=[CH:12][C:11]([CH3:14])=[CH:10][CH:9]=1)[CH2:2][CH2:3][CH2:4][CH2:5][CH3:6].C(O[O:20][C:21]([CH3:24])(C)C)(C)(C)C.[C]=O.[CH2:27]([OH:29])C, predict the reaction product. The product is: [CH2:1]([O:7][C:8]1[CH:13]=[CH:12][C:11]([CH2:14][C:27]([O:20][CH2:21][CH3:24])=[O:29])=[CH:10][CH:9]=1)[CH2:2][CH2:3][CH2:4][CH2:5][CH3:6]. (2) Given the reactants [NH:1]([C:10]([CH2:12][CH2:13][CH2:14][CH2:15][CH2:16][CH2:17][CH2:18][CH2:19][CH2:20][CH2:21][CH2:22][CH2:23][CH2:24][CH2:25][CH3:26])=[O:11])[CH2:2][C:3]([O:5]C(C)(C)C)=[O:4].Cl.CCOC(C)=O, predict the reaction product. The product is: [NH:1]([C:10]([CH2:12][CH2:13][CH2:14][CH2:15][CH2:16][CH2:17][CH2:18][CH2:19][CH2:20][CH2:21][CH2:22][CH2:23][CH2:24][CH2:25][CH3:26])=[O:11])[CH2:2][C:3]([OH:5])=[O:4]. (3) Given the reactants [O:1]=[C:2]1[C@H:8]([CH2:9][C:10]([OH:12])=[O:11])[CH2:7][C:6]2[CH:13]=[CH:14][C:15]([O:17][CH2:18][CH2:19][C:20]3[N:21]=[C:22]4[N:27](C(OC(C)(C)C)=O)[CH2:26][CH2:25][CH2:24][N:23]4[CH:35]=3)=[CH:16][C:5]=2[CH2:4][N:3]1[CH2:36][C:37]([F:40])([F:39])[F:38].[C:41]1([CH2:47][CH2:48][CH2:49][CH2:50][CH2:51][CH2:52][CH2:53][CH2:54][CH2:55][CH2:56]O)[CH:46]=[CH:45][CH:44]=[CH:43][CH:42]=1.[ClH:58].O1CCOCC1, predict the reaction product. The product is: [ClH:58].[O:1]=[C:2]1[C@H:8]([CH2:9][C:10]([O:12][CH2:56][CH2:55][CH2:54][CH2:53][CH2:52][CH2:51][CH2:50][CH2:49][CH2:48][CH2:47][C:41]2[CH:46]=[CH:45][CH:44]=[CH:43][CH:42]=2)=[O:11])[CH2:7][C:6]2[CH:13]=[CH:14][C:15]([O:17][CH2:18][CH2:19][C:20]3[N:21]=[C:22]4[NH:27][CH2:26][CH2:25][CH2:24][N:23]4[CH:35]=3)=[CH:16][C:5]=2[CH2:4][N:3]1[CH2:36][C:37]([F:38])([F:39])[F:40]. (4) Given the reactants Br[C:2]1[CH:7]=[CH:6][N:5]=[C:4]2[N:8]([S:22]([C:25]3[CH:30]=[CH:29][CH:28]=[CH:27][CH:26]=3)(=[O:24])=[O:23])[C:9]([C:11]3[CH:20]=[C:19]4[C:14]([CH2:15][CH2:16][N:17]([CH3:21])[CH2:18]4)=[CH:13][CH:12]=3)=[CH:10][C:3]=12.Br[C:32]1[C:33]([C:39]2[CH:44]=[CH:43][C:42]([NH:45][C:46](=[O:50])[N:47]([CH3:49])[CH3:48])=[CH:41][CH:40]=2)=[N:34][N:35]([CH2:37][CH3:38])[CH:36]=1, predict the reaction product. The product is: [CH2:37]([N:35]1[CH:36]=[C:32]([C:2]2[CH:7]=[CH:6][N:5]=[C:4]3[N:8]([S:22]([C:25]4[CH:30]=[CH:29][CH:28]=[CH:27][CH:26]=4)(=[O:23])=[O:24])[C:9]([C:11]4[CH:20]=[C:19]5[C:14]([CH2:15][CH2:16][N:17]([CH3:21])[CH2:18]5)=[CH:13][CH:12]=4)=[CH:10][C:3]=23)[C:33]([C:39]2[CH:44]=[CH:43][C:42]([NH:45][C:46](=[O:50])[N:47]([CH3:49])[CH3:48])=[CH:41][CH:40]=2)=[N:34]1)[CH3:38]. (5) The product is: [CH:1]1[CH:6]=[CH:5][C:4]([C:10]([OH:12])=[O:11])=[C:3]([C:13]2[C:14]3[CH:19]=[CH:18][C:17]([OH:20])=[CH:16][C:15]=3[O:21][C:22]3[C:23]=2[CH:24]=[CH:25][C:26]([CH:27]=3)=[O:28])[CH:2]=1. Given the reactants [CH:1]1[C:6](N=C=S)=[CH:5][C:4]2[C:10]([O:12][C:13]3([C:23]4[CH:24]=[CH:25][C:26]([OH:28])=[CH:27][C:22]=4[O:21][C:15]4[CH:16]=[C:17]([OH:20])[CH:18]=[CH:19][C:14]3=4)[C:3]=2[CH:2]=1)=[O:11].CCN(CC)CC, predict the reaction product. (6) Given the reactants [C:1]([C:4]1[O:8][C:7]2[C:9](=[O:18])[C:10]3[C:15]([C:16](=[O:17])[C:6]=2[CH:5]=1)=[CH:14][CH:13]=[CH:12][CH:11]=3)(=[O:3])[CH3:2].S(S([O-])=O)([O-])=O.[Na+].[Na+].[C:27](OC(=O)C)(=[O:29])[CH3:28].[C:34](OCC)(=[O:36])[CH3:35], predict the reaction product. The product is: [C:1]([C:4]1[O:8][C:7]2[C:9]([O:18][C:34](=[O:36])[CH3:35])=[C:10]3[C:15](=[C:16]([O:17][C:27](=[O:29])[CH3:28])[C:6]=2[CH:5]=1)[CH:14]=[CH:13][CH:12]=[CH:11]3)(=[O:3])[CH3:2]. (7) Given the reactants Br[C:2]1[CH:3]=[C:4]([CH:12]=[CH:13][C:14]=1[F:15])[O:5][CH:6]1[CH2:11][CH2:10][CH2:9][CH2:8][O:7]1.[B:16]1([B:16]2[O:20][C:19]([CH3:22])([CH3:21])[C:18]([CH3:24])([CH3:23])[O:17]2)[O:20][C:19]([CH3:22])([CH3:21])[C:18]([CH3:24])([CH3:23])[O:17]1.C([O-])(=O)C.[K+], predict the reaction product. The product is: [F:15][C:14]1[CH:13]=[CH:12][C:4]([O:5][CH:6]2[CH2:11][CH2:10][CH2:9][CH2:8][O:7]2)=[CH:3][C:2]=1[B:16]1[O:20][C:19]([CH3:22])([CH3:21])[C:18]([CH3:24])([CH3:23])[O:17]1. (8) Given the reactants C(OC(=O)N[C@@H]1[C@H](N[C:15]2[N:16]=[CH:17][C:18]3[S:23][CH:22]=[C:21]([C:24](=[O:32])[NH:25][C:26]4[CH:27]=[N:28][N:29]([CH3:31])[CH:30]=4)[C:19]=3[N:20]=2)CCOC1)(C)(C)C, predict the reaction product. The product is: [CH3:31][N:29]1[CH:30]=[C:26]([NH:25][C:24]([C:21]2[C:19]3[N:20]=[CH:15][N:16]=[CH:17][C:18]=3[S:23][CH:22]=2)=[O:32])[CH:27]=[N:28]1.